From a dataset of Full USPTO retrosynthesis dataset with 1.9M reactions from patents (1976-2016). Predict the reactants needed to synthesize the given product. (1) Given the product [Cl:1][C:2]1[CH:3]=[C:4]2[C:8](=[CH:9][CH:10]=1)[NH:7][CH:6]=[C:5]2[CH2:11][CH2:12][NH:13][C:14](=[O:23])[C:15]1[CH:20]=[CH:19][C:18]([CH2:21][N:24]2[CH2:28][CH2:27][CH2:26][CH2:25]2)=[CH:17][CH:16]=1, predict the reactants needed to synthesize it. The reactants are: [Cl:1][C:2]1[CH:3]=[C:4]2[C:8](=[CH:9][CH:10]=1)[NH:7][CH:6]=[C:5]2[CH2:11][CH2:12][NH:13][C:14](=[O:23])[C:15]1[CH:20]=[CH:19][C:18]([CH2:21]Cl)=[CH:17][CH:16]=1.[NH:24]1[CH2:28][CH2:27][CH2:26][CH2:25]1.[I-].[Na+]. (2) Given the product [CH2:1]([C:3]1[CH:8]=[C:7]([C:9]2[N:13]=[C:12]([C:14]3[CH:19]=[C:18]([CH3:20])[CH:17]=[C:16]([CH2:21][N:22]([CH2:24][CH3:25])[CH3:23])[CH:15]=3)[O:11][N:10]=2)[CH:6]=[C:5]([CH3:26])[C:4]=1[O:27][CH2:53][C@@H:51]([OH:52])[CH2:50][OH:49])[CH3:2], predict the reactants needed to synthesize it. The reactants are: [CH2:1]([C:3]1[CH:8]=[C:7]([C:9]2[N:13]=[C:12]([C:14]3[CH:19]=[C:18]([CH3:20])[CH:17]=[C:16]([CH2:21][N:22]([CH2:24][CH3:25])[CH3:23])[CH:15]=3)[O:11][N:10]=2)[CH:6]=[C:5]([CH3:26])[C:4]=1[OH:27])[CH3:2].C1C=CC(P(C2C=CC=CC=2)C2C=CC=CC=2)=CC=1.CC1(C)[O:52][C@H:51]([CH2:53]O)[CH2:50][O:49]1.CCOC(/N=N/C(OCC)=O)=O.